This data is from Forward reaction prediction with 1.9M reactions from USPTO patents (1976-2016). The task is: Predict the product of the given reaction. Given the reactants [C:1]([C:3]1[N:7]([CH:8]2[CH2:13][CH2:12][N:11]([C:14]([O:16][CH:17]([CH3:19])[CH3:18])=[O:15])[CH2:10][CH2:9]2)[N:6]=[CH:5][C:4]=1[CH:20]=O)#[N:2].[CH3:22]OP(C(=[N+]=[N-])C(=O)C)(=O)OC.C(=O)([O-])[O-].[K+].[K+], predict the reaction product. The product is: [C:1]([C:3]1[N:7]([CH:8]2[CH2:13][CH2:12][N:11]([C:14]([O:16][CH:17]([CH3:19])[CH3:18])=[O:15])[CH2:10][CH2:9]2)[N:6]=[CH:5][C:4]=1[C:20]#[CH:22])#[N:2].